Dataset: Catalyst prediction with 721,799 reactions and 888 catalyst types from USPTO. Task: Predict which catalyst facilitates the given reaction. (1) Reactant: [CH2:1]([O:3][C@H:4]1[CH2:9][CH2:8][C@H:7]([N:10]2[CH2:15][CH2:14][CH:13]([NH:16][C:17]3[CH:22]=[C:21]([F:23])[CH:20]=[CH:19][C:18]=3[N+:24]([O-])=O)[CH2:12][CH2:11]2)[CH2:6][CH2:5]1)[CH3:2].O.NN. Product: [CH2:1]([O:3][C@H:4]1[CH2:9][CH2:8][C@H:7]([N:10]2[CH2:15][CH2:14][CH:13]([NH:16][C:17]3[C:18]([NH2:24])=[CH:19][CH:20]=[C:21]([F:23])[CH:22]=3)[CH2:12][CH2:11]2)[CH2:6][CH2:5]1)[CH3:2]. The catalyst class is: 171. (2) Reactant: [O:1]1[CH2:6][CH2:5][CH2:4][CH2:3][CH:2]1[N:7]1[C:11]2[CH:12]=[CH:13][CH:14]=[C:15]([CH2:16][NH2:17])[C:10]=2[N:9]=[CH:8]1.Cl[C:19]1[N:24]=[C:23]([NH:25][C:26]2[CH:30]=[C:29]([CH:31]3[CH2:33][CH2:32]3)[NH:28][N:27]=2)[C:22]([F:34])=[CH:21][N:20]=1.CCN(C(C)C)C(C)C. Product: [CH:31]1([C:29]2[CH:30]=[C:26]([NH:25][C:23]3[C:22]([F:34])=[CH:21][N:20]=[C:19]([NH:17][CH2:16][C:15]4[C:10]5[N:9]=[CH:8][N:7]([CH:2]6[CH2:3][CH2:4][CH2:5][CH2:6][O:1]6)[C:11]=5[CH:12]=[CH:13][CH:14]=4)[N:24]=3)[NH:27][N:28]=2)[CH2:33][CH2:32]1. The catalyst class is: 41. (3) Reactant: C(OC([N:8]1[CH2:14][CH2:13][CH2:12][CH:11]([O:15][CH2:16][C:17]2[C:18]([C:25]3[C:30]([Cl:31])=[CH:29][CH:28]=[CH:27][C:26]=3[Cl:32])=[N:19][O:20][C:21]=2[CH:22]2[CH2:24][CH2:23]2)[CH2:10][CH2:9]1)=O)(C)(C)C.FC(F)(F)C(O)=O. Product: [NH:8]1[CH2:14][CH2:13][CH2:12][CH:11]([O:15][CH2:16][C:17]2[C:18]([C:25]3[C:26]([Cl:32])=[CH:27][CH:28]=[CH:29][C:30]=3[Cl:31])=[N:19][O:20][C:21]=2[CH:22]2[CH2:23][CH2:24]2)[CH2:10][CH2:9]1. The catalyst class is: 2.